This data is from Peptide-MHC class II binding affinity with 134,281 pairs from IEDB. The task is: Regression. Given a peptide amino acid sequence and an MHC pseudo amino acid sequence, predict their binding affinity value. This is MHC class II binding data. (1) The peptide sequence is LRAHRLHQLAFDTYQ. The MHC is DRB1_1101 with pseudo-sequence DRB1_1101. The binding affinity (normalized) is 0.254. (2) The peptide sequence is GAMAKKGDEQKLRSA. The MHC is DRB3_0202 with pseudo-sequence DRB3_0202. The binding affinity (normalized) is 0.241. (3) The peptide sequence is ALAQSRYWRIGSMYQGL. The MHC is DRB1_0401 with pseudo-sequence DRB1_0401. The binding affinity (normalized) is 0.486. (4) The binding affinity (normalized) is 0.745. The peptide sequence is TSSDDQITLIKTPSL. The MHC is DRB1_0404 with pseudo-sequence DRB1_0404. (5) The peptide sequence is EQISVLRKAFDAFDR. The MHC is DRB1_0401 with pseudo-sequence DRB1_0401. The binding affinity (normalized) is 0.433. (6) The peptide sequence is AARLFKAFILDGDKL. The MHC is DRB1_1001 with pseudo-sequence DRB1_1001. The binding affinity (normalized) is 0.891.